This data is from Catalyst prediction with 721,799 reactions and 888 catalyst types from USPTO. The task is: Predict which catalyst facilitates the given reaction. (1) Reactant: [NH:1]1[CH2:7][CH2:6][CH2:5][NH:4][CH2:3][CH2:2]1.[C:8]([O:12][C:13](O[C:13]([O:12][C:8]([CH3:11])([CH3:10])[CH3:9])=[O:14])=[O:14])([CH3:11])([CH3:10])[CH3:9]. Product: [C:13]([N:1]1[CH2:7][CH2:6][CH2:5][NH:4][CH2:3][CH2:2]1)([O:12][C:8]([CH3:11])([CH3:10])[CH3:9])=[O:14]. The catalyst class is: 4. (2) Reactant: [NH2:1][C:2]1[S:3][C:4]([C:8]([OH:10])=O)=[C:5]([CH3:7])[N:6]=1.ON1C2C=CC=CC=2N=N1.CN(C)CCCN=C=NCC.C(N(CC)C(C)C)(C)C.[CH2:41]([NH2:48])[C:42]1[CH:47]=[CH:46][CH:45]=[CH:44][CH:43]=1. Product: [NH2:1][C:2]1[S:3][C:4]([C:8]([NH:48][CH2:41][C:42]2[CH:47]=[CH:46][CH:45]=[CH:44][CH:43]=2)=[O:10])=[C:5]([CH3:7])[N:6]=1. The catalyst class is: 204. (3) Reactant: [F:1][C:2]1[CH:7]=[CH:6][CH:5]=[C:4]([F:8])[C:3]=1[C:9]1[CH:10]=[C:11]2[C:15](=[CH:16][CH:17]=1)[NH:14][CH:13]=[C:12]2[C:18]1[CH:23]=[C:22]([O:24][CH3:25])[N:21]=[C:20]([N:26]2[CH2:31][CH2:30][CH:29]([NH:32]C(=O)OC(C)(C)C)[CH2:28][CH2:27]2)[N:19]=1.Cl. Product: [F:8][C:4]1[CH:5]=[CH:6][CH:7]=[C:2]([F:1])[C:3]=1[C:9]1[CH:10]=[C:11]2[C:15](=[CH:16][CH:17]=1)[NH:14][CH:13]=[C:12]2[C:18]1[CH:23]=[C:22]([O:24][CH3:25])[N:21]=[C:20]([N:26]2[CH2:31][CH2:30][CH:29]([NH2:32])[CH2:28][CH2:27]2)[N:19]=1. The catalyst class is: 12. (4) Reactant: [NH2:1][C:2]1[S:3][C:4]2[C:9]([N:10]=1)=[CH:8][CH:7]=[C:6]([O:11][C:12]1[CH:13]=[C:14]([NH:19][C:20](=[O:32])[C:21]3[CH:26]=[CH:25][CH:24]=[C:23]([C:27]([C:30]#[N:31])([CH3:29])[CH3:28])[CH:22]=3)[CH:15]=[CH:16][C:17]=1[CH3:18])[N:5]=2.[Cl:33][CH2:34][C:35](Cl)=[O:36].C(=O)([O-])O.[Na+].C(N(CC)CC)C.[OH:50][CH2:51][CH2:52][N:53]1[CH2:58][CH2:57][NH:56][CH2:55][CH2:54]1.[ClH:59].C(OCC)(=O)C. Product: [ClH:33].[ClH:59].[ClH:33].[C:30]([C:27]([C:23]1[CH:22]=[C:21]([CH:26]=[CH:25][CH:24]=1)[C:20]([NH:19][C:14]1[CH:15]=[CH:16][C:17]([CH3:18])=[C:12]([O:11][C:6]2[N:5]=[C:4]3[S:3][C:2]([NH:1][C:35](=[O:36])[CH2:34][N:56]4[CH2:57][CH2:58][N:53]([CH2:52][CH2:51][OH:50])[CH2:54][CH2:55]4)=[N:10][C:9]3=[CH:8][CH:7]=2)[CH:13]=1)=[O:32])([CH3:29])[CH3:28])#[N:31]. The catalyst class is: 395. (5) Reactant: Br[C:2]1[O:3][C:4]2[C:24]([O:25]C(=O)C)=[C:23]([O:29][CH3:30])[CH:22]=[CH:21][C:5]=2[C:6]=1[C:7](=[O:20])[C:8]1[CH:13]=[C:12]([O:14][CH3:15])[C:11]([O:16][CH3:17])=[C:10]([O:18][CH3:19])[CH:9]=1.[CH2:31]([NH2:38])[C:32]1[CH:37]=[CH:36][CH:35]=[CH:34][CH:33]=1. Product: [CH2:31]([NH:38][C:2]1[O:3][C:4]2[C:24]([OH:25])=[C:23]([O:29][CH3:30])[CH:22]=[CH:21][C:5]=2[C:6]=1[C:7]([C:8]1[CH:9]=[C:10]([O:18][CH3:19])[C:11]([O:16][CH3:17])=[C:12]([O:14][CH3:15])[CH:13]=1)=[O:20])[C:32]1[CH:37]=[CH:36][CH:35]=[CH:34][CH:33]=1. The catalyst class is: 17. (6) Reactant: [CH3:1][O:2][C:3]([C:5]1[CH:10]=[C:9](Cl)[N:8]=[C:7]([Cl:12])[N:6]=1)=[O:4].[H][H]. Product: [CH3:1][O:2][C:3]([C:5]1[CH:10]=[CH:9][N:8]=[C:7]([Cl:12])[N:6]=1)=[O:4]. The catalyst class is: 29. (7) Reactant: Cl[C:2]1[C:11]([CH:12]=[O:13])=[CH:10][C:9]2[C:4](=[C:5]([Cl:14])[CH:6]=[CH:7][CH:8]=2)[N:3]=1.[Cl:15][C:16]1[CH:21]=[CH:20][C:19](B(O)O)=[CH:18][N:17]=1. Product: [Cl:14][C:5]1[CH:6]=[CH:7][CH:8]=[C:9]2[C:4]=1[N:3]=[C:2]([C:19]1[CH:18]=[N:17][C:16]([Cl:15])=[CH:21][CH:20]=1)[C:11]([CH:12]=[O:13])=[CH:10]2. The catalyst class is: 70.